Dataset: Forward reaction prediction with 1.9M reactions from USPTO patents (1976-2016). Task: Predict the product of the given reaction. (1) The product is: [CH:37]1([N:28]2[CH2:29][C:30]([F:35])([F:36])[C:31](=[O:34])[N:32]([CH3:33])[C:26]3[CH:25]=[N:24][C:23]([NH:22][C:19]4[CH:18]=[CH:17][C:16]([C:15]([NH:14][CH:11]5[CH2:12][CH2:13][NH:8][CH2:9][CH2:10]5)=[O:42])=[CH:21][CH:20]=4)=[N:41][C:27]2=3)[CH2:40][CH2:39][CH2:38]1. Given the reactants C(OC([N:8]1[CH2:13][CH2:12][CH:11]([NH:14][C:15](=[O:42])[C:16]2[CH:21]=[CH:20][C:19]([NH:22][C:23]3[N:24]=[CH:25][C:26]4[N:32]([CH3:33])[C:31](=[O:34])[C:30]([F:36])([F:35])[CH2:29][N:28]([CH:37]5[CH2:40][CH2:39][CH2:38]5)[C:27]=4[N:41]=3)=[CH:18][CH:17]=2)[CH2:10][CH2:9]1)=O)(C)(C)C.FC(F)(F)C(O)=O, predict the reaction product. (2) Given the reactants C(OC(=O)[NH:7][C:8]1([C:12]2[CH:17]=[CH:16][C:15]([C:18]3[C:23]([C:24]4[CH:29]=[CH:28][CH:27]=[CH:26][CH:25]=4)=[CH:22][C:21]([N+:30]([O-])=O)=[C:20](Cl)[N:19]=3)=[CH:14][CH:13]=2)[CH2:11][CH2:10][CH2:9]1)(C)(C)C.Cl.[CH3:36][NH:37][CH2:38][C:39](OC)=[O:40].C(N(CC)CC)C, predict the reaction product. The product is: [NH2:7][C:8]1([C:12]2[CH:17]=[CH:16][C:15]([C:18]3[C:23]([C:24]4[CH:25]=[CH:26][CH:27]=[CH:28][CH:29]=4)=[CH:22][C:21]4[NH:30][C:39](=[O:40])[CH2:38][N:37]([CH3:36])[C:20]=4[N:19]=3)=[CH:14][CH:13]=2)[CH2:11][CH2:10][CH2:9]1. (3) Given the reactants Cl.Cl.[F:3][C:4]1[CH:9]=[CH:8][C:7]([C:10]2[N:11]=[C:12]([CH:16]3[CH2:21][CH2:20][NH:19][CH2:18][CH2:17]3)[N:13]([CH3:15])[CH:14]=2)=[CH:6][C:5]=1[C:22]([F:25])([F:24])[F:23].Cl[C:27]1[C:32]([C:33](=O)[CH3:34])=[C:31](Cl)[N:30]=[CH:29][N:28]=1.C(O)(C)C.O.[NH2:42][NH2:43], predict the reaction product. The product is: [F:3][C:4]1[CH:9]=[CH:8][C:7]([C:10]2[N:11]=[C:12]([CH:16]3[CH2:21][CH2:20][N:19]([C:31]4[N:30]=[CH:29][N:28]=[C:27]5[NH:42][N:43]=[C:33]([CH3:34])[C:32]=45)[CH2:18][CH2:17]3)[N:13]([CH3:15])[CH:14]=2)=[CH:6][C:5]=1[C:22]([F:23])([F:24])[F:25]. (4) The product is: [CH3:40][CH:41]1[CH2:50][C:49]2[C:44](=[CH:45][CH:46]=[C:47]([CH2:51][CH2:52][N:53]3[CH2:58][CH2:57][N:56]([C:13](=[O:15])[CH2:12][C:9]4[CH:8]=[CH:7][C:6]([N:1]5[CH:5]=[N:4][N:3]=[N:2]5)=[CH:11][CH:10]=4)[CH:55]([CH3:59])[CH2:54]3)[CH:48]=2)[C:43](=[O:60])[O:42]1. Given the reactants [N:1]1([C:6]2[CH:11]=[CH:10][C:9]([CH2:12][C:13]([OH:15])=O)=[CH:8][CH:7]=2)[CH:5]=[N:4][N:3]=[N:2]1.CN(C(ON1N=NC2C=CC=NC1=2)=[N+](C)C)C.F[P-](F)(F)(F)(F)F.[CH3:40][CH:41]1[CH2:50][C:49]2[C:44](=[CH:45][CH:46]=[C:47]([CH2:51][CH2:52][N:53]3[CH2:58][CH2:57][NH:56][CH:55]([CH3:59])[CH2:54]3)[CH:48]=2)[C:43](=[O:60])[O:42]1.CCN(C(C)C)C(C)C, predict the reaction product. (5) Given the reactants C(O[C:6]([N:8]1[CH2:12][C:11](=[N:13][O:14][CH2:15][CH3:16])[CH2:10][C@H:9]1[C:17]([OH:19])=O)=[O:7])(C)(C)C.[Cl:20][C:21]1[CH:26]=[C:25]([N:27]=C=O)[CH:24]=[C:23]([Cl:30])[CH:22]=1.[N:31]1([C:36]2[CH:41]=[CH:40][CH:39]=[CH:38][C:37]=2[NH2:42])[CH:35]=[CH:34][CH:33]=[CH:32]1, predict the reaction product. The product is: [Cl:20][C:21]1[CH:26]=[C:25]([NH:27][C:6]([N:8]2[CH2:12][C:11](=[N:13][O:14][CH2:15][CH3:16])[CH2:10][C@H:9]2[C:17]([NH:42][C:37]2[CH:38]=[CH:39][CH:40]=[CH:41][C:36]=2[N:31]2[CH:35]=[CH:34][CH:33]=[CH:32]2)=[O:19])=[O:7])[CH:24]=[C:23]([Cl:30])[CH:22]=1. (6) The product is: [F:4][C:5]1[CH:6]=[CH:9][C:10]([C:13]2[N:14]=[C:15]([CH:25]([CH3:27])[CH3:26])[NH:16][C:17]=2[C:18]2[CH:23]=[CH:22][CH:21]=[C:20]([CH3:24])[N:19]=2)=[CH:11][C:12]=1[C:29](=[O:32])[CH3:1]. Given the reactants [CH3:1][Mg]Br.[F:4][C:5]1[CH:12]=[CH:11][C:10]([C:13]2[N:14]=[C:15]([CH:25]([CH3:27])[CH3:26])[NH:16][C:17]=2[C:18]2[CH:23]=[CH:22][CH:21]=[C:20]([CH3:24])[N:19]=2)=[CH:9][C:6]=1C#N.Cl.[C:29](=[O:32])([O-])[O-].[Na+].[Na+], predict the reaction product. (7) Given the reactants [CH2:1]([O:3][C:4](=[O:21])[C:5]([O:13][C:14]1[CH:19]=[CH:18][C:17]([Br:20])=[CH:16][CH:15]=1)([CH2:11][OH:12])[C:6]([O:8][CH2:9][CH3:10])=[O:7])[CH3:2].[C:22](OC(=O)C)(=[O:24])[CH3:23], predict the reaction product. The product is: [CH2:9]([O:8][C:6](=[O:7])[C:5]([CH2:11][O:12][C:22](=[O:24])[CH3:23])([O:13][C:14]1[CH:15]=[CH:16][C:17]([Br:20])=[CH:18][CH:19]=1)[C:4]([O:3][CH2:1][CH3:2])=[O:21])[CH3:10].